Dataset: Reaction yield outcomes from USPTO patents with 853,638 reactions. Task: Predict the reaction yield, written as a fraction of the theoretical maximum amount of product (1.0 means a 100% yield; for example, 0.34 means a 34% yield). The reactants are [OH:1][C:2]1[CH:7]=[CH:6][C:5]([CH2:8][C:9]([OH:11])=[O:10])=[CH:4][C:3]=1[N+:12]([O-:14])=[O:13].OS(O)(=O)=O.[CH3:20]O. The yield is 0.930. No catalyst specified. The product is [OH:1][C:2]1[CH:7]=[CH:6][C:5]([CH2:8][C:9]([O:11][CH3:20])=[O:10])=[CH:4][C:3]=1[N+:12]([O-:14])=[O:13].